The task is: Predict which catalyst facilitates the given reaction.. This data is from Catalyst prediction with 721,799 reactions and 888 catalyst types from USPTO. Reactant: [CH3:1][O:2][C:3]1[C:12]([CH:13]=O)=[CH:11][C:10]2[N:9]([CH3:15])[C:8](=[O:16])[CH2:7][CH2:6][C:5]=2[N:4]=1.[C:17]1([C@H:23]2[C@@H:28]([NH2:29])[CH2:27][CH2:26][CH2:25][NH:24]2)[CH:22]=[CH:21][CH:20]=[CH:19][CH:18]=1.C(N(CC)CC)C.C(O[BH-](OC(=O)C)OC(=O)C)(=O)C.[Na+]. Product: [CH3:1][O:2][C:3]1[N:4]=[C:5]2[C:10](=[CH:11][C:12]=1[CH2:13][NH:29][C@H:28]1[CH2:27][CH2:26][CH2:25][NH:24][C@H:23]1[C:17]1[CH:22]=[CH:21][CH:20]=[CH:19][CH:18]=1)[N:9]([CH3:15])[C:8](=[O:16])[CH2:7][CH2:6]2. The catalyst class is: 68.